This data is from Full USPTO retrosynthesis dataset with 1.9M reactions from patents (1976-2016). The task is: Predict the reactants needed to synthesize the given product. (1) The reactants are: [Cl:1][C:2]1[C:9]([OH:10])=[CH:8][CH:7]=[CH:6][C:3]=1[CH:4]=[O:5].Cl[C:12]([F:17])([F:16])C([O-])=O.[Na+].C(=O)([O-])[O-].[K+].[K+].O. Given the product [Cl:1][C:2]1[C:9]([O:10][CH:12]([F:17])[F:16])=[CH:8][CH:7]=[CH:6][C:3]=1[CH:4]=[O:5], predict the reactants needed to synthesize it. (2) The reactants are: ClC(Cl)C([NH:5][C@H:6]([CH2:25][F:26])[C@H:7]([OH:24])[C:8]1[CH:13]=[CH:12][C:11]([S:14]([CH3:23])(=[N:16]C(=O)C(F)(F)F)=[O:15])=[CH:10][CH:9]=1)=O.C([O-])([O-])=O.[K+].[K+]. Given the product [NH2:5][C@H:6]([CH2:25][F:26])[C@@H:7]([C:8]1[CH:9]=[CH:10][C:11]([S:14]([CH3:23])(=[NH:16])=[O:15])=[CH:12][CH:13]=1)[OH:24], predict the reactants needed to synthesize it. (3) Given the product [CH:11]12[CH2:2][CH:3]([CH2:13][CH2:12]1)[CH2:4][CH:5]2[C:6](=[O:10])[C:7]([O:9][CH2:22][CH2:23][CH:24]([CH3:31])[CH2:25][CH2:26][CH:27]=[C:28]([CH3:30])[CH3:29])=[O:8], predict the reactants needed to synthesize it. The reactants are: C[CH:2]([CH2:11][CH2:12][CH:13]=C(C)C)[CH2:3][CH2:4][CH2:5][C:6](=[O:10])[C:7]([O-:9])=[O:8].O=C(CCC)C(O[CH2:22][CH2:23][CH:24]([CH3:31])[CH2:25][CH2:26][CH:27]=[C:28]([CH3:30])[CH3:29])=O.CC(CCC=C(C)C)CCC(C)C(=O)C([O-])=O.C1(C(=O)C(OC2CCCC2CCCCC)=O)CCCCC1.CC(CC)C(=O)C(OCCC(C)CCC=C(C)C)=O.O=C(C1C=CC=CC=1)C(OCCC(C)CCC=C(C)C)=O.C1(C(=O)C(OCCCCCCCCCC)=O)CCCCC1.CC(CC)C(=O)C(OC/C=C(\C)/CCC=C(C)C)=O.C(C1C=CC(C(=O)C(OCCC(C)CCC=C(C)C)=O)=CC=1)(=O)C.